Dataset: Merck oncology drug combination screen with 23,052 pairs across 39 cell lines. Task: Regression. Given two drug SMILES strings and cell line genomic features, predict the synergy score measuring deviation from expected non-interaction effect. (1) Drug 1: N.N.O=C(O)C1(C(=O)O)CCC1.[Pt]. Drug 2: Cn1cc(-c2cnn3c(N)c(Br)c(C4CCCNC4)nc23)cn1. Cell line: HCT116. Synergy scores: synergy=5.42. (2) Drug 1: Cc1nc(Nc2ncc(C(=O)Nc3c(C)cccc3Cl)s2)cc(N2CCN(CCO)CC2)n1. Drug 2: CNC(=O)c1cc(Oc2ccc(NC(=O)Nc3ccc(Cl)c(C(F)(F)F)c3)cc2)ccn1. Cell line: MDAMB436. Synergy scores: synergy=14.2. (3) Drug 1: COC12C(COC(N)=O)C3=C(C(=O)C(C)=C(N)C3=O)N1CC1NC12. Drug 2: Cn1cc(-c2cnn3c(N)c(Br)c(C4CCCNC4)nc23)cn1. Cell line: OV90. Synergy scores: synergy=5.76. (4) Drug 1: CC(=O)OC1C(=O)C2(C)C(O)CC3OCC3(OC(C)=O)C2C(OC(=O)c2ccccc2)C2(O)CC(OC(=O)C(O)C(NC(=O)c3ccccc3)c3ccccc3)C(C)=C1C2(C)C. Drug 2: Cc1nc(Nc2ncc(C(=O)Nc3c(C)cccc3Cl)s2)cc(N2CCN(CCO)CC2)n1. Cell line: MSTO. Synergy scores: synergy=107. (5) Drug 1: O=C(CCCCCCC(=O)Nc1ccccc1)NO. Drug 2: Cc1nc(Nc2ncc(C(=O)Nc3c(C)cccc3Cl)s2)cc(N2CCN(CCO)CC2)n1. Cell line: A2058. Synergy scores: synergy=48.6.